From a dataset of Reaction yield outcomes from USPTO patents with 853,638 reactions. Predict the reaction yield, written as a fraction of the theoretical maximum amount of product (1.0 means a 100% yield; for example, 0.34 means a 34% yield). (1) The reactants are [Cl:1][CH2:2][CH2:3][CH2:4][NH:5][C:6]([C:8]1[CH:13]=[CH:12][C:11]([NH:14][C:15]2[N:20]=[C:19]([O:21][CH2:22][C:23]([F:26])([F:25])[F:24])[N:18]=[C:17]([NH:27][CH2:28][CH2:29][CH2:30][CH2:31][CH2:32][CH2:33][CH2:34][CH2:35][NH:36]C(=O)OC(C)(C)C)[N:16]=2)=[CH:10][CH:9]=1)=[O:7].C(O)(C(F)(F)F)=O. The catalyst is C(Cl)Cl. The product is [NH2:36][CH2:35][CH2:34][CH2:33][CH2:32][CH2:31][CH2:30][CH2:29][CH2:28][NH:27][C:17]1[N:18]=[C:19]([O:21][CH2:22][C:23]([F:25])([F:26])[F:24])[N:20]=[C:15]([NH:14][C:11]2[CH:12]=[CH:13][C:8]([C:6]([NH:5][CH2:4][CH2:3][CH2:2][Cl:1])=[O:7])=[CH:9][CH:10]=2)[N:16]=1. The yield is 1.00. (2) The reactants are [C:1]1([C:7]([OH:9])=[O:8])([C:4](O)=[O:5])[CH2:3][CH2:2]1.C(N(CC)CC)C.S(Cl)(Cl)=O.[C:21]1([NH2:27])[CH:26]=[CH:25][CH:24]=[CH:23][CH:22]=1. The catalyst is C1COCC1.C(OCC)(=O)C. The product is [C:21]1([NH:27][C:4]([C:1]2([C:7]([OH:9])=[O:8])[CH2:3][CH2:2]2)=[O:5])[CH:26]=[CH:25][CH:24]=[CH:23][CH:22]=1. The yield is 0.608.